This data is from Forward reaction prediction with 1.9M reactions from USPTO patents (1976-2016). The task is: Predict the product of the given reaction. (1) Given the reactants [F:1][C:2]1[CH:7]=[CH:6][C:5]([C:8]#[C:9][CH2:10][CH2:11][C:12]#[C:13][Si](C)(C)C)=[CH:4][CH:3]=1.[F-].C([N+](CCCC)(CCCC)CCCC)CCC.C1COCC1, predict the reaction product. The product is: [F:1][C:2]1[CH:7]=[CH:6][C:5]([C:8]#[C:9][CH2:10][CH2:11][C:12]#[CH:13])=[CH:4][CH:3]=1. (2) Given the reactants [N:1]([CH2:4][CH2:5][N:6]1[CH2:12][CH2:11][CH2:10][CH2:9][C:8]([CH2:21][CH3:22])([C:13]2[CH:18]=[CH:17][CH:16]=[C:15]([O:19][CH3:20])[CH:14]=2)[C:7]1=[O:23])=[N+]=[N-].[ClH:24], predict the reaction product. The product is: [ClH:24].[NH2:1][CH2:4][CH2:5][N:6]1[CH2:12][CH2:11][CH2:10][CH2:9][C:8]([CH2:21][CH3:22])([C:13]2[CH:18]=[CH:17][CH:16]=[C:15]([O:19][CH3:20])[CH:14]=2)[C:7]1=[O:23]. (3) Given the reactants [F:1][C:2]1[CH:11]=[C:10]([C:12]2[CH:13]=[CH:14][C:15]3[N:16]([C:18]([CH2:21][O:22][C:23]4[C:32]5[C:27](=[CH:28][C:29]([O:33][CH3:34])=[CH:30][CH:31]=5)[N:26]=[CH:25][CH:24]=4)=[N:19][N:20]=3)[N:17]=2)[CH:9]=[CH:8][C:3]=1[C:4](OC)=[O:5].O.[OH-].[Li+].Cl.[CH3:39][O:40][CH2:41][CH2:42][NH2:43].CN(C(ON1N=NC2C=CC=NC1=2)=[N+](C)C)C.F[P-](F)(F)(F)(F)F.FC1C=C(C2C=CC3N(C(COC4C5C(=CC(OC)=CC=5)N=CC=4)=NN=3)N=2)C=CC=1C(O)=O, predict the reaction product. The product is: [F:1][C:2]1[CH:11]=[C:10]([C:12]2[CH:13]=[CH:14][C:15]3[N:16]([C:18]([CH2:21][O:22][C:23]4[C:32]5[C:27](=[CH:28][C:29]([O:33][CH3:34])=[CH:30][CH:31]=5)[N:26]=[CH:25][CH:24]=4)=[N:19][N:20]=3)[N:17]=2)[CH:9]=[CH:8][C:3]=1[C:4]([NH:43][CH2:42][CH2:41][O:40][CH3:39])=[O:5]. (4) Given the reactants [CH3:1][C:2]1[N:3]=[C:4]2[CH:9]=[CH:8][C:7]([CH:10]=O)=[CH:6][N:5]2[C:12]=1[C:13]1[S:14][C:15]([C:24]2[N:28]=[CH:27][N:26]([CH:29]3[CH2:34][CH2:33][CH2:32][CH2:31][O:30]3)[N:25]=2)=[C:16]([C:18]2[CH:23]=[CH:22][CH:21]=[CH:20][CH:19]=2)[N:17]=1.[N:35]1([C:41]([O:43][C:44]([CH3:47])([CH3:46])[CH3:45])=[O:42])[CH2:40][CH2:39][NH:38][CH2:37][CH2:36]1.C(O)(=O)C.C(Cl)Cl.C(O[BH-](OC(=O)C)OC(=O)C)(=O)C.[Na+], predict the reaction product. The product is: [CH3:1][C:2]1[N:3]=[C:4]2[CH:9]=[CH:8][C:7]([CH2:10][N:38]3[CH2:39][CH2:40][N:35]([C:41]([O:43][C:44]([CH3:47])([CH3:46])[CH3:45])=[O:42])[CH2:36][CH2:37]3)=[CH:6][N:5]2[C:12]=1[C:13]1[S:14][C:15]([C:24]2[N:28]=[CH:27][N:26]([CH:29]3[CH2:34][CH2:33][CH2:32][CH2:31][O:30]3)[N:25]=2)=[C:16]([C:18]2[CH:23]=[CH:22][CH:21]=[CH:20][CH:19]=2)[N:17]=1. (5) The product is: [CH2:19]([O:26][C:27]1[C:32]([CH2:33][N:9]2[CH2:8][CH2:7][C:6]3[C:11](=[C:2]([CH3:1])[C:3]([O:13][CH:14]([CH3:16])[CH3:15])=[CH:4][CH:5]=3)[C:10]2=[O:12])=[C:31]([CH3:35])[CH:30]=[C:29]([CH3:36])[N:28]=1)[C:20]1[CH:25]=[CH:24][CH:23]=[CH:22][CH:21]=1. Given the reactants [CH3:1][C:2]1[C:3]([O:13][CH:14]([CH3:16])[CH3:15])=[CH:4][CH:5]=[C:6]2[C:11]=1[C:10](=[O:12])[NH:9][CH2:8][CH2:7]2.[H-].[Na+].[CH2:19]([O:26][C:27]1[C:32]([CH2:33]Cl)=[C:31]([CH3:35])[CH:30]=[C:29]([CH3:36])[N:28]=1)[C:20]1[CH:25]=[CH:24][CH:23]=[CH:22][CH:21]=1, predict the reaction product. (6) Given the reactants [Cl:1][C:2]1[C:6]([Cl:7])=[C:5]([CH3:8])[NH:4][C:3]=1[C:9]([NH:11][CH:12]1[CH2:17][CH2:16][N:15]([C:18]2[N:23]=[C:22]([S:24][CH:25]([CH3:27])[CH3:26])[N:21]=[C:20]([C:28]([OH:30])=O)[CH:19]=2)[CH2:14][CH2:13]1)=[O:10].N.C[N:33](C(ON1N=NC2C=CC=NC1=2)=[N+](C)C)C.F[P-](F)(F)(F)(F)F, predict the reaction product. The product is: [Cl:1][C:2]1[C:6]([Cl:7])=[C:5]([CH3:8])[NH:4][C:3]=1[C:9]([NH:11][CH:12]1[CH2:17][CH2:16][N:15]([C:18]2[N:23]=[C:22]([S:24][CH:25]([CH3:27])[CH3:26])[N:21]=[C:20]([C:28]([NH2:33])=[O:30])[CH:19]=2)[CH2:14][CH2:13]1)=[O:10]. (7) Given the reactants [CH3:1][C:2]1[N:7]=[C:6]2[S:8][C:9]3[CH2:14][CH2:13][CH2:12][CH2:11][C:10]=3[C:5]2=[C:4]([C:15]2[CH:20]=[CH:19][C:18]([Cl:21])=[CH:17][CH:16]=2)[C:3]=1[CH:22]([CH2:27][CH2:28][CH3:29])[C:23]([O:25]C)=[O:24].[OH-].[Na+], predict the reaction product. The product is: [CH3:1][C:2]1[N:7]=[C:6]2[S:8][C:9]3[CH2:14][CH2:13][CH2:12][CH2:11][C:10]=3[C:5]2=[C:4]([C:15]2[CH:16]=[CH:17][C:18]([Cl:21])=[CH:19][CH:20]=2)[C:3]=1[CH:22]([CH2:27][CH2:28][CH3:29])[C:23]([OH:25])=[O:24].